This data is from Full USPTO retrosynthesis dataset with 1.9M reactions from patents (1976-2016). The task is: Predict the reactants needed to synthesize the given product. Given the product [CH2:1]([O:3][C:4]([C@H:5]1[C@@H:6]([O:7][C:8]2[CH:13]=[CH:12][CH:11]=[C:10]([CH:14]([CH3:16])[CH3:15])[CH:9]=2)[CH2:26][N:25]([CH2:18][C:19]2[CH:24]=[CH:23][CH:22]=[CH:21][CH:20]=2)[CH2:34]1)=[O:17])[CH3:2], predict the reactants needed to synthesize it. The reactants are: [CH2:1]([O:3][C:4](=[O:17])/[CH:5]=[CH:6]/[O:7][C:8]1[CH:13]=[CH:12][CH:11]=[C:10]([CH:14]([CH3:16])[CH3:15])[CH:9]=1)[CH3:2].[CH2:18]([N:25]([Si](C)(C)C)[CH2:26]OC)[C:19]1[CH:24]=[CH:23][CH:22]=[CH:21][CH:20]=1.F[C:34](F)(F)C(O)=O.